From a dataset of Catalyst prediction with 721,799 reactions and 888 catalyst types from USPTO. Predict which catalyst facilitates the given reaction. (1) Reactant: [C:1]([C:5]1[NH:9][C:8](=[O:10])[N:7]([C:11]2[CH:16]=[CH:15][C:14]([O:17][C:18]3[CH:23]=[CH:22][N:21]=[C:20]([C:24]4[CH:25]=[N:26][N:27]([CH3:29])[CH:28]=4)[CH:19]=3)=[C:13]([CH3:30])[N:12]=2)[N:6]=1)([CH3:4])([CH3:3])[CH3:2].[C:31]([O-])([O-])=O.[Cs+].[Cs+].IC. Product: [C:1]([C:5]1[N:9]([CH3:31])[C:8](=[O:10])[N:7]([C:11]2[CH:16]=[CH:15][C:14]([O:17][C:18]3[CH:23]=[CH:22][N:21]=[C:20]([C:24]4[CH:25]=[N:26][N:27]([CH3:29])[CH:28]=4)[CH:19]=3)=[C:13]([CH3:30])[N:12]=2)[N:6]=1)([CH3:4])([CH3:3])[CH3:2]. The catalyst class is: 21. (2) Reactant: C([O:4][C:5]1[CH:6]=[C:7]2[C:12](=[CH:13][CH:14]=1)[N:11]([CH2:15][CH3:16])[C:10](=[O:17])[N:9]([CH2:18][CH3:19])[C:8]2=[O:20])(=O)C.C(=O)([O-])[O-].[K+].[K+].Cl. Product: [CH2:15]([N:11]1[C:12]2[C:7](=[CH:6][C:5]([OH:4])=[CH:14][CH:13]=2)[C:8](=[O:20])[N:9]([CH2:18][CH3:19])[C:10]1=[O:17])[CH3:16]. The catalyst class is: 5. (3) Reactant: Br[C:2]1[CH:3]=CC(O)=[C:6]([C:8]2[CH:17]=[CH:16][C:15]3[C:10](=[CH:11][CH:12]=[C:13]([C:18]4[N:22]([CH:23]5[CH2:28][CH2:27][CH2:26][CH2:25][CH2:24]5)[C:21]5[CH:29]=[CH:30][C:31]([C:33]([OH:35])=[O:34])=[CH:32][C:20]=5[N:19]=4)[CH:14]=3)[N:9]=2)[CH:7]=1.C(OC(C1C=CC2[N:46](C3CCCCC3)C(C3C=CC(N)=C(C=O)C=3)=NC=2C=1)=O)C.N1C=CC=C1C(=O)C.[OH-].[K+]. Product: [CH:23]1([N:22]2[C:21]3[CH:29]=[CH:30][C:31]([C:33]([OH:35])=[O:34])=[CH:32][C:20]=3[N:19]=[C:18]2[C:13]2[CH:14]=[C:15]3[C:10](=[CH:11][CH:12]=2)[N:9]=[C:8]([C:6]2[NH:46][CH:3]=[CH:2][CH:7]=2)[CH:17]=[CH:16]3)[CH2:24][CH2:25][CH2:26][CH2:27][CH2:28]1. The catalyst class is: 8. (4) Reactant: [I:1][C:2]1[CH:3]=[N:4][NH:5][CH:6]=1.C([O-])([O-])=O.[Cs+].[Cs+].CN(C=O)C.[CH3:18][O:19][C:20](=[O:23])[CH2:21]Cl. Product: [CH3:18][O:19][C:20](=[O:23])[CH2:21][N:4]1[CH:3]=[C:2]([I:1])[CH:6]=[N:5]1. The catalyst class is: 25. (5) Reactant: [CH3:1][O:2][C:3]1[CH:4]=[C:5]([CH:9]=[C:10]([N+:12]([O-:14])=[O:13])[CH:11]=1)[C:6]([OH:8])=O.Cl.CN(C)CCCN=C=NCC.[CH3:27][O:28][CH2:29][CH2:30][NH2:31]. Product: [CH3:1][O:2][C:3]1[CH:4]=[C:5]([CH:9]=[C:10]([N+:12]([O-:14])=[O:13])[CH:11]=1)[C:6]([NH:31][CH2:30][CH2:29][O:28][CH3:27])=[O:8]. The catalyst class is: 2. (6) Reactant: [C:1](CC1CCC(=O)CC1)(O)=[O:2].[CH2:12]([OH:15])[CH2:13][OH:14].[CH:16]1[CH:21]=[CH:20][CH:19]=[CH:18][CH:17]=1. Product: [O:14]1[C:16]2([CH2:21][CH2:20][CH:19]([CH2:1][OH:2])[CH2:18][CH2:17]2)[O:15][CH2:12][CH2:13]1. The catalyst class is: 6.